This data is from Catalyst prediction with 721,799 reactions and 888 catalyst types from USPTO. The task is: Predict which catalyst facilitates the given reaction. (1) Reactant: C[Si]([C:5]#[C:6][C:7]1[CH:17]=[CH:16][C:10](C(OCC)=O)=[CH:9][CH:8]=1)(C)C.[CH3:18][Mg]Br.CC[O:23][CH2:24][CH3:25]. Product: [C:6]([C:7]1[CH:17]=[CH:16][C:10]([C:24]([OH:23])([CH3:25])[CH3:18])=[CH:9][CH:8]=1)#[CH:5]. The catalyst class is: 27. (2) Reactant: [C:1]12[CH:24]=[C:22]3[N:23]=[C:19]([CH:20]=[CH:21]3)[CH:18]=[C:16]3[NH:17][C:13]([CH:14]=[CH:15]3)=[CH:12][C:10]3=[N:11][C:7]([CH:8]=[CH:9]3)=[CH:6][C:4]([NH:5]1)=[CH:3][CH:2]=2.CC([O-])=O.CC([O-])=O.[Cu+2:33].O. Product: [C:1]12[CH:24]=[C:22]3[N:23]=[C:19]([CH:20]=[CH:21]3)[CH:18]=[C:16]3[NH:17][C:13]([CH:14]=[CH:15]3)=[CH:12][C:10]3=[N:11][C:7]([CH:8]=[CH:9]3)=[CH:6][C:4]([NH:5]1)=[CH:3][CH:2]=2.[Cu:33]. The catalyst class is: 5. (3) Reactant: [CH3:1][O:2][C:3]1[CH:8]=[C:7]([N+:9]([O-:11])=[O:10])[CH:6]=[CH:5][C:4]=1[S:12]([CH2:15][CH2:16][CH2:17][OH:18])(=[O:14])=[O:13].[CH3:19][S:20](Cl)(=[O:22])=[O:21]. Product: [CH3:19][S:20]([O:18][CH2:17][CH2:16][CH2:15][S:12]([C:4]1[CH:5]=[CH:6][C:7]([N+:9]([O-:11])=[O:10])=[CH:8][C:3]=1[O:2][CH3:1])(=[O:14])=[O:13])(=[O:22])=[O:21]. The catalyst class is: 383. (4) Reactant: Br[C:2]1[S:3][C:4]([C:7]([O:9][CH3:10])=[O:8])=[CH:5][N:6]=1.[NH:11]1[CH2:16][CH2:15][NH:14][CH2:13][CH2:12]1. Product: [N:11]1([C:2]2[S:3][C:4]([C:7]([O:9][CH3:10])=[O:8])=[CH:5][N:6]=2)[CH2:16][CH2:15][NH:14][CH2:13][CH2:12]1. The catalyst class is: 10. (5) Reactant: [Cl:1][C:2]1[CH:7]=[CH:6][C:5]([S:8]([CH2:11][C:12]2[CH:17]=[C:16]([F:18])[CH:15]=[CH:14][C:13]=2[F:19])(=[O:10])=[O:9])=[CH:4][CH:3]=1.[Si:20]([O:37][CH2:38][CH2:39][N:40]([CH2:48][CH2:49]O)[C:41](=[O:47])[O:42][C:43]([CH3:46])([CH3:45])[CH3:44])([C:33]([CH3:36])([CH3:35])[CH3:34])([C:27]1[CH:32]=[CH:31][CH:30]=[CH:29][CH:28]=1)[C:21]1[CH:26]=[CH:25][CH:24]=[CH:23][CH:22]=1.C(C=P(CCCC)(CCCC)CCCC)#N.C(OCC)(=O)C. Product: [Si:20]([O:37][CH2:38][CH2:39][N:40]([CH2:48][CH2:49][CH:11]([S:8]([C:5]1[CH:6]=[CH:7][C:2]([Cl:1])=[CH:3][CH:4]=1)(=[O:10])=[O:9])[C:12]1[CH:17]=[C:16]([F:18])[CH:15]=[CH:14][C:13]=1[F:19])[C:41](=[O:47])[O:42][C:43]([CH3:46])([CH3:45])[CH3:44])([C:33]([CH3:34])([CH3:36])[CH3:35])([C:27]1[CH:32]=[CH:31][CH:30]=[CH:29][CH:28]=1)[C:21]1[CH:22]=[CH:23][CH:24]=[CH:25][CH:26]=1. The catalyst class is: 11. (6) Reactant: Cl[C:2]1[N:7]=[C:6]([NH:8][C:9]2[CH:10]=[C:11]3[C:15](=[CH:16][CH:17]=2)[NH:14][N:13]=[CH:12]3)[CH:5]=[CH:4][N:3]=1.[CH3:18][O:19][C:20]([C:22]1[CH:23]=[C:24](B(O)O)[CH:25]=[CH:26][CH:27]=1)=[O:21].C([O-])([O-])=O.[K+].[K+]. Product: [NH:14]1[C:15]2[C:11](=[CH:10][C:9]([NH:8][C:6]3[CH:5]=[CH:4][N:3]=[C:2]([C:26]4[CH:27]=[C:22]([CH:23]=[CH:24][CH:25]=4)[C:20]([O:19][CH3:18])=[O:21])[N:7]=3)=[CH:17][CH:16]=2)[CH:12]=[N:13]1. The catalyst class is: 117. (7) Reactant: [N:1]([C:4]1[N:9]=[CH:8][N:7]=[C:6]([O:10][C:11]2[CH:12]=[C:13]3[C:17](=[CH:18][CH:19]=2)[NH:16][CH:15]=[CH:14]3)[CH:5]=1)=[N+]=[N-]. Product: [NH2:1][C:4]1[N:9]=[CH:8][N:7]=[C:6]([O:10][C:11]2[CH:12]=[C:13]3[C:17](=[CH:18][CH:19]=2)[NH:16][CH:15]=[CH:14]3)[CH:5]=1. The catalyst class is: 123. (8) Reactant: C1C=CC2N(O)N=NC=2C=1.CCN(C(C)C)C(C)C.Cl.[C:21]1([C:27]2[NH:31][N:30]=[C:29]([C:32]([OH:34])=O)[CH:28]=2)[CH:26]=[CH:25][CH:24]=[CH:23][CH:22]=1.CCN=C=NCCCN(C)C.Cl.[NH2:47][CH2:48][C:49]([N:51]1[CH2:56][CH2:55][N:54]([C:57](=[O:68])[C:58]2[CH:63]=[CH:62][CH:61]=[CH:60][C:59]=2[C:64]([F:67])([F:66])[F:65])[CH2:53][CH2:52]1)=[O:50]. Product: [O:50]=[C:49]([N:51]1[CH2:52][CH2:53][N:54]([C:57](=[O:68])[C:58]2[CH:63]=[CH:62][CH:61]=[CH:60][C:59]=2[C:64]([F:67])([F:66])[F:65])[CH2:55][CH2:56]1)[CH2:48][NH:47][C:32]([C:29]1[CH:28]=[C:27]([C:21]2[CH:22]=[CH:23][CH:24]=[CH:25][CH:26]=2)[NH:31][N:30]=1)=[O:34]. The catalyst class is: 18. (9) Reactant: [F:1][C:2]1[N:7]=[C:6]([C:8]2[CH:30]=[CH:29][C:11]([CH2:12][N:13]3[CH:21]=[C:20]4[C:15]([N:16]([CH2:25][CH:26]([CH3:28])[CH3:27])[C:17](=[O:24])[N:18]([CH3:23])[C:19]4=[O:22])=[N:14]3)=[CH:10][CH:9]=2)[CH:5]=[CH:4][CH:3]=1.[Cl:31]C(Cl)(Cl)C(Cl)(Cl)Cl.[Li+].C[Si]([N-][Si](C)(C)C)(C)C.O. Product: [Cl:31][C:21]1[N:13]([CH2:12][C:11]2[CH:29]=[CH:30][C:8]([C:6]3[CH:5]=[CH:4][CH:3]=[C:2]([F:1])[N:7]=3)=[CH:9][CH:10]=2)[N:14]=[C:15]2[C:20]=1[C:19](=[O:22])[N:18]([CH3:23])[C:17](=[O:24])[N:16]2[CH2:25][CH:26]([CH3:28])[CH3:27]. The catalyst class is: 168.